The task is: Predict which catalyst facilitates the given reaction.. This data is from Catalyst prediction with 721,799 reactions and 888 catalyst types from USPTO. (1) Reactant: [Br:1][C:2]1[CH:3]=[C:4]([N+:19]([O-])=O)[C:5]([C:8]2[CH:17]=[CH:16][C:11]([C:12]([O:14][CH3:15])=[O:13])=[CH:10][C:9]=2[F:18])=[N:6][CH:7]=1.CCN(CCOC1C=CC(CC2C=CC=CC=2)=CC=1)CC.Cl. Product: [Br:1][C:2]1[CH:7]=[N:6][C:5]2[C:8]3[C:9]([F:18])=[CH:10][C:11]([C:12]([O:14][CH3:15])=[O:13])=[CH:16][C:17]=3[NH:19][C:4]=2[CH:3]=1. The catalyst class is: 262. (2) Reactant: [NH2:1][C:2]1[N:6]([C:7]2[CH:12]=[CH:11][CH:10]=[CH:9][CH:8]=2)[N:5]=[C:4]([CH3:13])[C:3]=1[C:14]([NH2:16])=[O:15].[C:17]([O:21][C:22]([N:24]1[CH2:27][CH:26]([N:28]2[CH2:33][CH2:32][CH2:31][CH:30]([C:34](OC)=O)[CH2:29]2)[CH2:25]1)=[O:23])([CH3:20])([CH3:19])[CH3:18]. Product: [CH3:13][C:4]1[C:3]2[C:14](=[O:15])[NH:16][C:34]([CH:30]3[CH2:31][CH2:32][CH2:33][N:28]([CH:26]4[CH2:25][N:24]([C:22]([O:21][C:17]([CH3:18])([CH3:20])[CH3:19])=[O:23])[CH2:27]4)[CH2:29]3)=[N:1][C:2]=2[N:6]([C:7]2[CH:12]=[CH:11][CH:10]=[CH:9][CH:8]=2)[N:5]=1. The catalyst class is: 8. (3) Reactant: [CH:1]([N:4]1[CH2:8][C:7](=[O:9])[NH:6][C:5]1=[O:10])([CH3:3])[CH3:2].[H-].[Na+].Br[CH2:14][CH2:15][O:16][C:17]1[C:22]([CH3:23])=[CH:21][C:20]([C:24]2[NH:33][C:32](=[O:34])[C:31]3[C:26](=[CH:27][C:28]([O:37][CH3:38])=[CH:29][C:30]=3[O:35][CH3:36])[N:25]=2)=[CH:19][C:18]=1[CH3:39].O. Product: [CH3:36][O:35][C:30]1[CH:29]=[C:28]([O:37][CH3:38])[CH:27]=[C:26]2[C:31]=1[C:32](=[O:34])[NH:33][C:24]([C:20]1[CH:21]=[C:22]([CH3:23])[C:17]([O:16][CH2:15][CH2:14][N:6]3[C:7](=[O:9])[CH2:8][N:4]([CH:1]([CH3:3])[CH3:2])[C:5]3=[O:10])=[C:18]([CH3:39])[CH:19]=1)=[N:25]2. The catalyst class is: 9. (4) Reactant: [Cl:1][C:2]1[CH:7]=[CH:6][C:5]([CH2:8][CH2:9][CH2:10][N:11]2[CH2:16][CH2:15][N:14]([C:17]([C:19]3[NH:40][C:22]4[N:23]=[C:24]([C:34]5[CH:39]=[CH:38][CH:37]=[CH:36][CH:35]=5)[N:25]=[C:26]([NH:27][CH2:28][CH2:29][NH:30][C:31](=[O:33])[CH3:32])[C:21]=4[CH:20]=3)=[O:18])[CH2:13][CH2:12]2)=[CH:4][CH:3]=1.[CH3:41][S:42]([OH:45])(=[O:44])=[O:43]. Product: [CH3:41][S:42]([OH:45])(=[O:44])=[O:43].[Cl:1][C:2]1[CH:3]=[CH:4][C:5]([CH2:8][CH2:9][CH2:10][N:11]2[CH2:12][CH2:13][N:14]([C:17]([C:19]3[NH:40][C:22]4[N:23]=[C:24]([C:34]5[CH:35]=[CH:36][CH:37]=[CH:38][CH:39]=5)[N:25]=[C:26]([NH:27][CH2:28][CH2:29][NH:30][C:31](=[O:33])[CH3:32])[C:21]=4[CH:20]=3)=[O:18])[CH2:15][CH2:16]2)=[CH:6][CH:7]=1. The catalyst class is: 92.